From a dataset of Full USPTO retrosynthesis dataset with 1.9M reactions from patents (1976-2016). Predict the reactants needed to synthesize the given product. (1) Given the product [CH2:1]([O:3][C@H:4]1[CH2:9][CH2:8][N:7]([CH2:10][C:11]2[C:19]([O:20][CH3:21])=[CH:18][C:17]([CH3:22])=[C:16]3[C:12]=2[CH:13]=[CH:14][NH:15]3)[C@H:6]([C:23]2[CH:24]=[CH:25][C:26]([C:27]([O:29][CH3:30])=[O:28])=[CH:31][CH:32]=2)[CH2:5]1)[CH3:2].[CH2:1]([O:3][C@@H:4]1[CH2:9][CH2:8][N:7]([CH2:10][C:11]2[C:19]([O:20][CH3:21])=[CH:18][C:17]([CH3:22])=[C:16]3[C:12]=2[CH:13]=[CH:14][NH:15]3)[C@@H:6]([C:23]2[CH:24]=[CH:25][C:26]([C:27]([O:29][CH3:30])=[O:28])=[CH:31][CH:32]=2)[CH2:5]1)[CH3:2], predict the reactants needed to synthesize it. The reactants are: [CH2:1]([O:3][C@H:4]1[CH2:9][CH2:8][N:7]([CH2:10][C:11]2[C:19]([O:20][CH3:21])=[CH:18][C:17]([CH3:22])=[C:16]3[C:12]=2[CH:13]=[CH:14][NH:15]3)[C@H:6]([C:23]2[CH:32]=[CH:31][C:26]([C:27]([O:29][CH3:30])=[O:28])=[CH:25][CH:24]=2)[CH2:5]1)[CH3:2].[NH4+].[OH-]. (2) Given the product [CH2:42]([O:41][CH2:40][C@H:9]([NH:8][C:56](=[O:57])[CH2:55][N:52]1[CH2:53][CH2:54][O:49][CH2:50][CH2:51]1)[C:10]([NH:12][C@@H:13]([CH2:31][C:32]1[CH:37]=[CH:36][C:35]([O:38][CH3:39])=[CH:34][CH:33]=1)[C:14]([NH:16][C@@H:17]([CH2:24][C:25]1[CH:30]=[CH:29][CH:28]=[CH:27][CH:26]=1)[C:18]([C@@:20]1([CH3:23])[CH2:22][O:21]1)=[O:19])=[O:15])=[O:11])[C:43]1[CH:48]=[CH:47][CH:46]=[CH:45][CH:44]=1, predict the reactants needed to synthesize it. The reactants are: OC(C(F)(F)F)=O.[NH2:8][C@@H:9]([CH2:40][O:41][CH2:42][C:43]1[CH:48]=[CH:47][CH:46]=[CH:45][CH:44]=1)[C:10]([NH:12][C@@H:13]([CH2:31][C:32]1[CH:37]=[CH:36][C:35]([O:38][CH3:39])=[CH:34][CH:33]=1)[C:14]([NH:16][C@@H:17]([CH2:24][C:25]1[CH:30]=[CH:29][CH:28]=[CH:27][CH:26]=1)[C:18]([C@@:20]1([CH3:23])[CH2:22][O:21]1)=[O:19])=[O:15])=[O:11].[O:49]1[CH2:54][CH2:53][N:52]([CH2:55][C:56](O)=[O:57])[CH2:51][CH2:50]1.CN(C(ON1N=NC2C=CC=NC1=2)=[N+](C)C)C.F[P-](F)(F)(F)(F)F.CCN(C(C)C)C(C)C. (3) Given the product [CH3:13][O:12][C:8]1[CH:7]=[C:6]2[C:11](=[CH:10][CH:9]=1)[C:2]([C:22]1[C:21]([CH3:20])=[CH:25][S:24][CH:23]=1)=[N:3][C:4]([NH:14][C:15]1[CH:19]=[CH:18][NH:17][N:16]=1)=[CH:5]2, predict the reactants needed to synthesize it. The reactants are: Cl[C:2]1[C:11]2[C:6](=[CH:7][C:8]([O:12][CH3:13])=[CH:9][CH:10]=2)[CH:5]=[C:4]([NH:14][C:15]2[CH:19]=[CH:18][NH:17][N:16]=2)[N:3]=1.[CH3:20][C:21]1[C:22](B(O)O)=[CH:23][S:24][CH:25]=1. (4) Given the product [Cl:1][C:2]1[CH:3]=[C:4]([C:17]2[CH:22]=[C:21]([F:23])[CH:20]=[CH:19][C:18]=2[O:24][C@@H:25]([CH3:30])[C:26]([OH:28])=[O:27])[CH:5]=[CH:6][C:7]=1[C:8]([N:10]1[CH2:14][CH2:13][CH2:12][C:11]1([CH3:16])[CH3:15])=[O:9], predict the reactants needed to synthesize it. The reactants are: [Cl:1][C:2]1[CH:3]=[C:4]([C:17]2[CH:22]=[C:21]([F:23])[CH:20]=[CH:19][C:18]=2[O:24][C@@H:25]([CH3:30])[C:26]([O:28]C)=[O:27])[CH:5]=[CH:6][C:7]=1[C:8]([N:10]1[CH2:14][CH2:13][CH2:12][C:11]1([CH3:16])[CH3:15])=[O:9].[OH-].[Li+]. (5) The reactants are: [C:1]([C:3]1[C:8]2[N:9]=[CH:10][N:11]([C:12]3[CH:17]=[CH:16][C:15]([NH:18][C:19]([NH:21][C:22]4[CH:27]=[C:26]([C:28]([F:31])([F:30])[F:29])[CH:25]=[C:24]([CH2:32][N:33]5[CH2:38][CH2:37][N:36]([CH3:39])[CH2:35][CH2:34]5)[CH:23]=4)=[O:20])=[CH:14][CH:13]=3)[C:7]=2[CH:6]=[CH:5][N:4]=1)#[N:2].OO.C(=O)([O-])[O-:43].[K+].[K+]. Given the product [CH3:39][N:36]1[CH2:35][CH2:34][N:33]([CH2:32][C:24]2[CH:23]=[C:22]([NH:21][C:19](=[O:20])[NH:18][C:15]3[CH:16]=[CH:17][C:12]([N:11]4[C:7]5[CH:6]=[CH:5][N:4]=[C:3]([C:1]([NH2:2])=[O:43])[C:8]=5[N:9]=[CH:10]4)=[CH:13][CH:14]=3)[CH:27]=[C:26]([C:28]([F:30])([F:29])[F:31])[CH:25]=2)[CH2:38][CH2:37]1, predict the reactants needed to synthesize it. (6) Given the product [CH3:22][O:21][C:16]1[CH:15]=[C:14]2[N:13]=[CH:12][N:11]=[C:10]([NH:9][C:4]3[CH:5]=[CH:6][C:7]([F:8])=[C:2]([Cl:1])[CH:3]=3)[C:19]2=[CH:18][C:17]=1[O:20][CH2:24][CH2:25][CH2:26][N:27]1[CH2:32][CH2:31][O:30][CH2:29][CH2:28]1, predict the reactants needed to synthesize it. The reactants are: [Cl:1][C:2]1[CH:3]=[C:4]([NH:9][C:10]2[C:19]3[C:14](=[CH:15][C:16]([O:21][CH3:22])=[C:17]([OH:20])[CH:18]=3)[N:13]=[CH:12][N:11]=2)[CH:5]=[CH:6][C:7]=1[F:8].Cl[CH2:24][CH2:25][CH2:26][N:27]1[CH2:32][CH2:31][O:30][CH2:29][CH2:28]1.C([O-])([O-])=O.[K+].[K+].Cl. (7) Given the product [N:21]1[CH:26]=[CH:25][C:24]([N:27]2[CH2:28][CH2:29][N:30]([C:18]([CH2:17][CH2:16][CH2:15][NH:14][S:11]([C:2]3[CH:3]=[CH:4][C:5]4[C:10](=[CH:9][CH:8]=[CH:7][CH:6]=4)[CH:1]=3)(=[O:12])=[O:13])=[O:20])[CH2:31][CH2:32]2)=[CH:23][CH:22]=1, predict the reactants needed to synthesize it. The reactants are: [CH:1]1[C:10]2[C:5](=[CH:6][CH:7]=[CH:8][CH:9]=2)[CH:4]=[CH:3][C:2]=1[S:11]([NH:14][CH2:15][CH2:16][CH2:17][C:18]([OH:20])=O)(=[O:13])=[O:12].[N:21]1[CH:26]=[CH:25][C:24]([N:27]2[CH2:32][CH2:31][NH:30][CH2:29][CH2:28]2)=[CH:23][CH:22]=1.